From a dataset of Reaction yield outcomes from USPTO patents with 853,638 reactions. Predict the reaction yield, written as a fraction of the theoretical maximum amount of product (1.0 means a 100% yield; for example, 0.34 means a 34% yield). The reactants are [Cl:1][C:2]1[C:3]2[CH:10]=[CH:9][N:8]([C@@H:11]3[CH2:16][CH2:15][CH2:14][N:13]([C:17]([O:19][C:20]([CH3:23])([CH3:22])[CH3:21])=[O:18])[CH2:12]3)[C:4]=2[N:5]=[CH:6][N:7]=1.C1C(=O)N([I:31])C(=O)C1.O. The catalyst is CN(C=O)C. The product is [Cl:1][C:2]1[C:3]2[C:10]([I:31])=[CH:9][N:8]([C@@H:11]3[CH2:16][CH2:15][CH2:14][N:13]([C:17]([O:19][C:20]([CH3:23])([CH3:22])[CH3:21])=[O:18])[CH2:12]3)[C:4]=2[N:5]=[CH:6][N:7]=1. The yield is 0.860.